Dataset: Peptide-MHC class I binding affinity with 185,985 pairs from IEDB/IMGT. Task: Regression. Given a peptide amino acid sequence and an MHC pseudo amino acid sequence, predict their binding affinity value. This is MHC class I binding data. (1) The MHC is HLA-B08:01 with pseudo-sequence HLA-B08:01. The binding affinity (normalized) is 0.980. The peptide sequence is NLRCHSAHV. (2) The peptide sequence is KEALAPVPIPF. The MHC is Mamu-A11 with pseudo-sequence Mamu-A11. The binding affinity (normalized) is 0.621. (3) The peptide sequence is GRNSFEVRV. The MHC is HLA-A31:01 with pseudo-sequence HLA-A31:01. The binding affinity (normalized) is 0.0847. (4) The peptide sequence is EPELDTETL. The MHC is HLA-B07:02 with pseudo-sequence HLA-B07:02. The binding affinity (normalized) is 0.417.